From a dataset of Forward reaction prediction with 1.9M reactions from USPTO patents (1976-2016). Predict the product of the given reaction. (1) Given the reactants C([O:6][CH2:7][C@@H:8]1[CH2:13][C@H:12]([N:14]([CH:16]([CH3:18])[CH3:17])[CH3:15])[CH2:11][CH2:10][C@@H:9]1[N:19]1[CH2:23][CH2:22][CH:21]([NH:24][C:25]2[C:34]3[C:29](=[CH:30][CH:31]=[C:32]([C:35]([F:38])([F:37])[F:36])[CH:33]=3)[N:28]=[CH:27][N:26]=2)[C:20]1=[O:39])(=O)C(C)C.[OH-].[Na+].[NH4+].[Cl-], predict the reaction product. The product is: [OH:6][CH2:7][C@@H:8]1[CH2:13][C@H:12]([N:14]([CH:16]([CH3:18])[CH3:17])[CH3:15])[CH2:11][CH2:10][C@@H:9]1[N:19]1[CH2:23][CH2:22][CH:21]([NH:24][C:25]2[C:34]3[C:29](=[CH:30][CH:31]=[C:32]([C:35]([F:37])([F:38])[F:36])[CH:33]=3)[N:28]=[CH:27][N:26]=2)[C:20]1=[O:39]. (2) Given the reactants [Cl:1][C:2]1[CH:3]=[C:4]([CH:12]([CH2:16][C@@H:17]2[CH2:21][CH2:20][C:19]([F:23])([F:22])[CH2:18]2)[C:13]([OH:15])=O)[CH:5]=[CH:6][C:7]=1[S:8]([CH3:11])(=[O:10])=[O:9].C(Cl)(=O)C(Cl)=O.[NH2:30][C:31]1[CH:35]=[CH:34][N:33]([CH2:36][C:37]([CH3:40])([OH:39])[CH3:38])[N:32]=1.N1C(C)=CC=CC=1C, predict the reaction product. The product is: [Cl:1][C:2]1[CH:3]=[C:4]([CH:12]([CH2:16][C@@H:17]2[CH2:21][CH2:20][C:19]([F:22])([F:23])[CH2:18]2)[C:13]([NH:30][C:31]2[CH:35]=[CH:34][N:33]([CH2:36][C:37]([OH:39])([CH3:38])[CH3:40])[N:32]=2)=[O:15])[CH:5]=[CH:6][C:7]=1[S:8]([CH3:11])(=[O:10])=[O:9]. (3) The product is: [O:7]1[C:11]2([CH2:12][CH2:13][C:14]([CH2:17][OH:18])([CH2:22][OH:23])[CH2:15][CH2:16]2)[O:10][CH2:9][CH2:8]1. Given the reactants [H-].[Al+3].[Li+].[H-].[H-].[H-].[O:7]1[C:11]2([CH2:16][CH2:15][C:14]([C:22](OCC)=[O:23])([C:17](OCC)=[O:18])[CH2:13][CH2:12]2)[O:10][CH2:9][CH2:8]1, predict the reaction product.